This data is from Experimentally validated miRNA-target interactions with 360,000+ pairs, plus equal number of negative samples. The task is: Binary Classification. Given a miRNA mature sequence and a target amino acid sequence, predict their likelihood of interaction. The miRNA is rno-miR-409a-3p with sequence AAUGUUGCUCGGUGAACCCC. The protein sequence of the target gene is MKTALILLSILGMACAFSMKNLHRRVKIEDSEENGVFKYRPRYYLYKHAYFYPHLKRFPVQGSSDSSEENGDDSSEEEEEEEETSNEGENNEESNEDEDSEAENTTLSATTLGYGEDATPGTGYTGLAAIQLPKKAGDITNKATKEKESDEEEEEEEEGNENEESEAEVDENEQGINGTSTNSTEAENGNGSSGGDNGEEGEEESVTGANAEDTTETGRQGKGTSKTTTSPNGGFEPTTPPQVYRTTSPPFGKTTTVEYEGEYEYTGANEYDNGYEIYESENGEPRGDNYRAYEDEYSYF.... Result: 0 (no interaction).